Dataset: hERG Central: cardiac toxicity at 1µM, 10µM, and general inhibition. Task: Predict hERG channel inhibition at various concentrations. (1) The compound is COCCCn1cc(C(=O)c2cc(OC)ccc2OCC(=O)Nc2cc(C)on2)cc(C#N)c1=O. Results: hERG_inhib (hERG inhibition (general)): blocker. (2) The molecule is CSc1cccc(CN2CCC(CO)(Cc3cccc(C(F)(F)F)c3)CC2)c1. Results: hERG_inhib (hERG inhibition (general)): blocker. (3) The drug is CN1CCN(c2ccc(NC(=O)c3cc4ccccc4o3)cc2)CC1. Results: hERG_inhib (hERG inhibition (general)): blocker.